From a dataset of Peptide-MHC class II binding affinity with 134,281 pairs from IEDB. Regression. Given a peptide amino acid sequence and an MHC pseudo amino acid sequence, predict their binding affinity value. This is MHC class II binding data. (1) The peptide sequence is ADAGYAPATPAAAGA. The MHC is DRB1_1101 with pseudo-sequence DRB1_1101. The binding affinity (normalized) is 0.274. (2) The peptide sequence is ALGHDWLMDPPMLCR. The binding affinity (normalized) is 0.765. The MHC is DRB1_0101 with pseudo-sequence DRB1_0101.